This data is from NCI-60 drug combinations with 297,098 pairs across 59 cell lines. The task is: Regression. Given two drug SMILES strings and cell line genomic features, predict the synergy score measuring deviation from expected non-interaction effect. (1) Drug 1: CCCS(=O)(=O)NC1=C(C(=C(C=C1)F)C(=O)C2=CNC3=C2C=C(C=N3)C4=CC=C(C=C4)Cl)F. Drug 2: CC1=C(C(=CC=C1)Cl)NC(=O)C2=CN=C(S2)NC3=CC(=NC(=N3)C)N4CCN(CC4)CCO. Cell line: SR. Synergy scores: CSS=5.10, Synergy_ZIP=-4.05, Synergy_Bliss=-2.86, Synergy_Loewe=-3.66, Synergy_HSA=-4.02. (2) Drug 2: CC(C1=C(C=CC(=C1Cl)F)Cl)OC2=C(N=CC(=C2)C3=CN(N=C3)C4CCNCC4)N. Cell line: NCIH23. Drug 1: C1=C(C(=O)NC(=O)N1)N(CCCl)CCCl. Synergy scores: CSS=25.7, Synergy_ZIP=-6.76, Synergy_Bliss=-3.38, Synergy_Loewe=-7.44, Synergy_HSA=-2.22. (3) Drug 1: CC1=CC=C(C=C1)C2=CC(=NN2C3=CC=C(C=C3)S(=O)(=O)N)C(F)(F)F. Drug 2: C1CNP(=O)(OC1)N(CCCl)CCCl. Cell line: HL-60(TB). Synergy scores: CSS=-1.83, Synergy_ZIP=3.33, Synergy_Bliss=4.39, Synergy_Loewe=-0.495, Synergy_HSA=-0.874. (4) Drug 1: C1CCC(C1)C(CC#N)N2C=C(C=N2)C3=C4C=CNC4=NC=N3. Drug 2: C(CN)CNCCSP(=O)(O)O. Cell line: UACC-257. Synergy scores: CSS=-5.41, Synergy_ZIP=1.01, Synergy_Bliss=-2.41, Synergy_Loewe=-5.34, Synergy_HSA=-5.05.